From a dataset of Retrosynthesis with 50K atom-mapped reactions and 10 reaction types from USPTO. Predict the reactants needed to synthesize the given product. (1) Given the product Cc1c(CO)ccc(NS(=O)(=O)c2ccc(F)cc2)c1C(=O)O, predict the reactants needed to synthesize it. The reactants are: Cc1c(CO)ccc(NS(=O)(=O)c2ccc(F)cc2)c1C(=O)OCc1ccccc1. (2) Given the product C#CCN1C(=O)CNC1=O, predict the reactants needed to synthesize it. The reactants are: C#CCBr.O=C1CNC(=O)N1. (3) Given the product CCc1ccc(OC)c(Oc2ccccc2)c1, predict the reactants needed to synthesize it. The reactants are: CCc1ccc(OC)c(Br)c1.Oc1ccccc1.